From a dataset of Forward reaction prediction with 1.9M reactions from USPTO patents (1976-2016). Predict the product of the given reaction. (1) Given the reactants [C:1]([N:4]1[C:12]2[C:7](=[CH:8][CH:9]=[CH:10][CH:11]=2)[C:6](=[C:13](O)[C:14]2[CH:18]=[C:17]([CH3:19])[O:16][N:15]=2)[C:5]1=[O:21])(=[O:3])[CH3:2].C(Cl)(Cl)(Cl)[Cl:23].C1(P(C2C=CC=CC=2)C2C=CC=CC=2)C=CC=CC=1, predict the reaction product. The product is: [C:1]([N:4]1[C:12]2[C:7](=[CH:8][CH:9]=[CH:10][CH:11]=2)[C:6](=[C:13]([Cl:23])[C:14]2[CH:18]=[C:17]([CH3:19])[O:16][N:15]=2)[C:5]1=[O:21])(=[O:3])[CH3:2]. (2) Given the reactants CC(N=NC(C#N)(C)C)(C#N)C.I[CH:14]([CH2:19][C:20]([F:32])([F:31])[C:21]([F:30])([F:29])[C:22]([F:28])([F:27])[C:23]([F:26])([F:25])[F:24])[CH2:15][CH2:16][CH2:17][OH:18].P(O)(O)O.C(N(CC)CC)C, predict the reaction product. The product is: [F:31][C:20]([F:32])([C:21]([F:29])([F:30])[C:22]([F:27])([F:28])[C:23]([F:24])([F:25])[F:26])[CH2:19][CH2:14][CH2:15][CH2:16][CH2:17][OH:18]. (3) Given the reactants [C:1]([C:3]1[CH:4]=[C:5]([CH:16]=[CH:17][CH:18]=1)[O:6][CH:7]([CH2:13][CH2:14][CH3:15])[C:8]([O:10]CC)=[O:9])#[N:2].[OH-].[Li+], predict the reaction product. The product is: [C:1]([C:3]1[CH:4]=[C:5]([CH:16]=[CH:17][CH:18]=1)[O:6][CH:7]([CH2:13][CH2:14][CH3:15])[C:8]([OH:10])=[O:9])#[N:2]. (4) Given the reactants [OH:1][C:2]1[C:9]([O:10][CH2:11][CH2:12][O:13][CH3:14])=[CH:8][C:5]([C:6]#[N:7])=[C:4]([N+:15]([O-:17])=[O:16])[CH:3]=1.Br[CH2:19][CH2:20][O:21][CH2:22][CH2:23][O:24][CH2:25][CH2:26][O:27][CH2:28][CH2:29]Br.[C:31]([O-:34])([O-])=O.[K+].[K+].[CH3:37][C:38](=O)[O:39][CH2:40][CH3:41].[OH2:43], predict the reaction product. The product is: [O:43]([CH2:19][CH2:20][O:21][CH2:22][CH2:23][O:24][C:25]1[C:26]([O:27][CH2:28][CH2:29][O:34][CH3:31])=[CH:8][C:5]([C:6]#[N:7])=[C:4]([N+:15]([O-:17])=[O:16])[CH:3]=1)[CH2:37][CH2:38][O:39][CH2:40][CH2:41][O:1][C:2]1[C:9]([O:10][CH2:11][CH2:12][O:13][CH3:14])=[CH:8][C:5]([C:6]#[N:7])=[C:4]([N+:15]([O-:17])=[O:16])[CH:3]=1. (5) The product is: [Cl:20][C:12]1[CH:13]=[C:14]([O:18][CH3:19])[CH:15]=[C:16]([Cl:17])[C:11]=1[C:9]1[S:8][C:7]2[C:2]([NH:28][C:24]3[CH:23]=[C:22]([CH3:21])[N:27]=[CH:26][N:25]=3)=[N:3][CH:4]=[CH:5][C:6]=2[N:10]=1. Given the reactants Cl[C:2]1[C:7]2[S:8][C:9]([C:11]3[C:16]([Cl:17])=[CH:15][C:14]([O:18][CH3:19])=[CH:13][C:12]=3[Cl:20])=[N:10][C:6]=2[CH:5]=[CH:4][N:3]=1.[CH3:21][C:22]1[N:27]=[CH:26][N:25]=[C:24]([NH2:28])[CH:23]=1.CC1(C)C2C(=C(P(C3C=CC=CC=3)C3C=CC=CC=3)C=CC=2)OC2C(P(C3C=CC=CC=3)C3C=CC=CC=3)=CC=CC1=2.C([O-])([O-])=O.[Cs+].[Cs+], predict the reaction product. (6) Given the reactants C([O:8][C:9]1[CH:10]=[C:11]2[C:16](=[CH:17][C:18]=1[O:19][CH3:20])[N:15]=[C:14]([C:21]1[CH:26]=[CH:25][C:24]([CH2:27][C:28]([NH:30][C:31]3[CH:35]=[C:34]([C:36]4([C:39]([F:42])([F:41])[F:40])[CH2:38][CH2:37]4)[O:33][N:32]=3)=[O:29])=[C:23]([F:43])[CH:22]=1)[CH:13]=[N:12]2)C1C=CC=CC=1, predict the reaction product. The product is: [F:43][C:23]1[CH:22]=[C:21]([C:14]2[CH:13]=[N:12][C:11]3[C:16](=[CH:17][C:18]([O:19][CH3:20])=[C:9]([OH:8])[CH:10]=3)[N:15]=2)[CH:26]=[CH:25][C:24]=1[CH2:27][C:28]([NH:30][C:31]1[CH:35]=[C:34]([C:36]2([C:39]([F:40])([F:41])[F:42])[CH2:38][CH2:37]2)[O:33][N:32]=1)=[O:29]. (7) Given the reactants [CH:1]1([CH2:6][CH:7]([N:11]2[C:16](=[O:17])[CH:15]=[C:14]([O:18][C:19]3[CH:24]=[CH:23][CH:22]=[CH:21][C:20]=3[C:25]([F:28])([F:27])[F:26])[CH:13]=[N:12]2)[C:8](O)=[O:9])[CH2:5][CH2:4][CH2:3][CH2:2]1.C(N=C=NC(C)C)(C)C.ON1C2C=CC=CC=2N=N1.[NH2:48][C:49]1[CH:53]=[CH:52][N:51]([CH2:54][C:55]([CH3:58])([OH:57])[CH3:56])[N:50]=1, predict the reaction product. The product is: [CH:1]1([CH2:6][CH:7]([N:11]2[C:16](=[O:17])[CH:15]=[C:14]([O:18][C:19]3[CH:24]=[CH:23][CH:22]=[CH:21][C:20]=3[C:25]([F:26])([F:28])[F:27])[CH:13]=[N:12]2)[C:8]([NH:48][C:49]2[CH:53]=[CH:52][N:51]([CH2:54][C:55]([OH:57])([CH3:56])[CH3:58])[N:50]=2)=[O:9])[CH2:2][CH2:3][CH2:4][CH2:5]1. (8) Given the reactants [N+:1]([C:4]1[CH:16]=[CH:15][C:7]([O:8][CH:9]2[CH2:14][CH2:13][NH:12][CH2:11][CH2:10]2)=[CH:6][CH:5]=1)([O-:3])=[O:2].Br[CH2:18][C:19]1[CH:24]=[CH:23][C:22]([C:25]([OH:34])([C:30]([F:33])([F:32])[F:31])[C:26]([F:29])([F:28])[F:27])=[CH:21][CH:20]=1.C(=O)([O-])[O-].[K+].[K+], predict the reaction product. The product is: [F:27][C:26]([F:28])([F:29])[C:25]([C:22]1[CH:23]=[CH:24][C:19]([CH2:18][N:12]2[CH2:11][CH2:10][CH:9]([O:8][C:7]3[CH:15]=[CH:16][C:4]([N+:1]([O-:3])=[O:2])=[CH:5][CH:6]=3)[CH2:14][CH2:13]2)=[CH:20][CH:21]=1)([OH:34])[C:30]([F:31])([F:33])[F:32]. (9) Given the reactants [NH2:1][C:2]1[C:11]2[N:12]=[C:13]([CH2:20][O:21][CH2:22][CH3:23])[N:14]([CH2:15][C:16]([CH3:19])([OH:18])[CH3:17])[C:10]=2[C:9]2[N:8]=[CH:7][C:6](Br)=[CH:5][C:4]=2[N:3]=1.Cl.[NH2:26][CH2:27][C:28]1[CH:33]=[CH:32][C:31](B(O)O)=[CH:30][CH:29]=1.C(=O)([O-])[O-].[K+].[K+].COCCOC, predict the reaction product. The product is: [NH2:1][C:2]1[C:11]2[N:12]=[C:13]([CH2:20][O:21][CH2:22][CH3:23])[N:14]([CH2:15][C:16]([CH3:19])([OH:18])[CH3:17])[C:10]=2[C:9]2[N:8]=[CH:7][C:6]([C:31]3[CH:32]=[CH:33][C:28]([CH2:27][NH2:26])=[CH:29][CH:30]=3)=[CH:5][C:4]=2[N:3]=1. (10) Given the reactants Br[C:2]1[CH:8]=[CH:7][C:5]([NH2:6])=[CH:4][C:3]=1[Cl:9].[Cl:10][C:11]1[CH:16]=[C:15]([Cl:17])[CH:14]=[CH:13][C:12]=1B(O)O.C([O-])([O-])=O.[K+].[K+].O, predict the reaction product. The product is: [Cl:9][C:3]1[CH:4]=[C:5]([NH2:6])[CH:7]=[CH:8][C:2]=1[C:14]1[CH:13]=[CH:12][C:11]([Cl:10])=[CH:16][C:15]=1[Cl:17].